From a dataset of NCI-60 drug combinations with 297,098 pairs across 59 cell lines. Regression. Given two drug SMILES strings and cell line genomic features, predict the synergy score measuring deviation from expected non-interaction effect. Drug 1: C1=CC(=CC=C1C#N)C(C2=CC=C(C=C2)C#N)N3C=NC=N3. Drug 2: CC1=C(C=C(C=C1)NC(=O)C2=CC=C(C=C2)CN3CCN(CC3)C)NC4=NC=CC(=N4)C5=CN=CC=C5. Cell line: A498. Synergy scores: CSS=-2.88, Synergy_ZIP=-0.510, Synergy_Bliss=-3.48, Synergy_Loewe=-4.46, Synergy_HSA=-4.39.